This data is from Reaction yield outcomes from USPTO patents with 853,638 reactions. The task is: Predict the reaction yield, written as a fraction of the theoretical maximum amount of product (1.0 means a 100% yield; for example, 0.34 means a 34% yield). (1) The reactants are [CH3:1][O:2][CH2:3][CH:4]1[CH2:8][N:7]([C:9]([O:11][C:12]([CH3:15])([CH3:14])[CH3:13])=[O:10])[CH:6]([C:16]2[NH:20][C:19]3[C:21]4[C:26]([CH:27]=[CH:28][C:18]=3[N:17]=2)=[CH:25][C:24]2[C:29]3[C:34]([CH2:35][O:36][C:23]=2[CH:22]=4)=[CH:33][C:32](B2OC(C)(C)C(C)(C)O2)=[CH:31][CH:30]=3)[CH2:5]1.Br[C:47]1[NH:51][C:50]([C@@H:52]2[CH2:56][CH2:55][CH2:54][N:53]2[C:57](=[O:68])[C@@H:58]([NH:63][C:64](=[O:67])[O:65][CH3:66])[C@H:59]([O:61][CH3:62])[CH3:60])=[N:49][CH:48]=1.C(=O)([O-])[O-].[K+].[K+]. The catalyst is CS(C)=O.CCOC(C)=O.C1C=CC([P]([Pd]([P](C2C=CC=CC=2)(C2C=CC=CC=2)C2C=CC=CC=2)([P](C2C=CC=CC=2)(C2C=CC=CC=2)C2C=CC=CC=2)[P](C2C=CC=CC=2)(C2C=CC=CC=2)C2C=CC=CC=2)(C2C=CC=CC=2)C2C=CC=CC=2)=CC=1.C1C=CC(P(C2C=CC=CC=2)[C-]2C=CC=C2)=CC=1.C1C=CC(P(C2C=CC=CC=2)[C-]2C=CC=C2)=CC=1.Cl[Pd]Cl.[Fe+2]. The product is [CH3:66][O:65][C:64]([NH:63][C@H:58]([C:57]([N:53]1[CH2:54][CH2:55][CH2:56][C@H:52]1[C:50]1[NH:51][C:47]([C:32]2[CH:33]=[C:34]3[CH2:35][O:36][C:23]4[CH:22]=[C:21]5[C:26]([CH:27]=[CH:28][C:18]6[N:17]=[C:16]([C@@H:6]7[CH2:5][C@H:4]([CH2:3][O:2][CH3:1])[CH2:8][N:7]7[C:9]([O:11][C:12]([CH3:13])([CH3:14])[CH3:15])=[O:10])[NH:20][C:19]=65)=[CH:25][C:24]=4[C:29]3=[CH:30][CH:31]=2)=[CH:48][N:49]=1)=[O:68])[C@@H:59]([CH3:60])[O:61][CH3:62])=[O:67]. The yield is 0.630. (2) The reactants are [Br:1][C:2]1[CH:3]=[C:4]([C:11]([O:13][CH2:14][CH3:15])=[O:12])[C:5]2[CH:10]=[N:9][NH:8][C:6]=2[N:7]=1.C([O-])([O-])=O.[K+].[K+].Br[CH:23]([CH3:25])[CH3:24]. The catalyst is C(#N)C. The product is [Br:1][C:2]1[CH:3]=[C:4]([C:11]([O:13][CH2:14][CH3:15])=[O:12])[C:5]2[CH:10]=[N:9][N:8]([CH:23]([CH3:25])[CH3:24])[C:6]=2[N:7]=1. The yield is 0.580. (3) No catalyst specified. The reactants are [CH2:1]([NH:3][C:4]([NH:6][C:7]1[CH:8]=[C:9]([CH:11]=[CH:12][CH:13]=1)[NH2:10])=[O:5])[CH3:2].Cl[C:15]1[N:20]=[C:19](Cl)[C:18]([F:22])=[CH:17][N:16]=1. The product is [CH2:1]([NH:3][C:4]([NH:6][C:7]1[CH:8]=[C:9]([NH:10][C:15]2[N:20]=[C:19]([NH:10][C:9]3[CH:11]=[CH:12][CH:13]=[C:7]([NH:6][C:4]([NH:3][CH2:1][CH3:2])=[O:5])[CH:8]=3)[C:18]([F:22])=[CH:17][N:16]=2)[CH:11]=[CH:12][CH:13]=1)=[O:5])[CH3:2]. The yield is 0.660. (4) The reactants are [CH2:1]([O:8][C:9](=[O:20])[N:10]([CH2:17][CH:18]=C)[CH:11](C)[CH2:12][CH2:13][CH:14]=[CH2:15])[C:2]1[CH:7]=[CH:6][CH:5]=[CH:4][CH:3]=1. The catalyst is C(Cl)Cl.C=CC1C=CC=CC=1.C1C=CC(P(C2C=CC=CC=2)C2C=CC=CC=2)=CC=1.C1C=CC(P(C2C=CC=CC=2)C2C=CC=CC=2)=CC=1.Cl[Ru]Cl. The product is [CH2:1]([O:8][C:9]([N:10]1[CH2:11][CH:12]=[CH:13][CH2:14][CH2:15][CH:17]1[CH3:18])=[O:20])[C:2]1[CH:3]=[CH:4][CH:5]=[CH:6][CH:7]=1. The yield is 0.920. (5) The catalyst is C(Cl)Cl. The yield is 1.00. The product is [CH:1]([CH:4]1[NH:9][CH2:8][CH2:7][N:6]2[C:17]3[CH:23]=[C:22]([S:24]([CH3:27])(=[O:25])=[O:26])[CH:21]=[CH:20][C:18]=3[N:19]=[C:5]12)([CH3:3])[CH3:2]. The reactants are [CH:1]([CH:4]1[N:9](C(OC(C)(C)C)=O)[CH2:8][CH2:7][N:6]2[C:17]3[CH:23]=[C:22]([S:24]([CH3:27])(=[O:26])=[O:25])[CH:21]=[CH:20][C:18]=3[N:19]=[C:5]12)([CH3:3])[CH3:2].C(O)(C(F)(F)F)=O. (6) The reactants are FC(F)(F)C(O)=O.C(OC(=O)[NH:14][CH2:15][C:16]([C:19]1[CH:24]=[CH:23][C:22]([O:25][C:26]2[CH:31]=[CH:30][C:29]([C:32](=[O:34])[NH2:33])=[CH:28][N:27]=2)=[CH:21][CH:20]=1)([CH3:18])[CH3:17])(C)(C)C. The catalyst is ClCCl. The product is [NH2:14][CH2:15][C:16]([C:19]1[CH:20]=[CH:21][C:22]([O:25][C:26]2[CH:31]=[CH:30][C:29]([C:32]([NH2:33])=[O:34])=[CH:28][N:27]=2)=[CH:23][CH:24]=1)([CH3:18])[CH3:17]. The yield is 0.710.